From a dataset of Reaction yield outcomes from USPTO patents with 853,638 reactions. Predict the reaction yield, written as a fraction of the theoretical maximum amount of product (1.0 means a 100% yield; for example, 0.34 means a 34% yield). The reactants are [C:1]1([C@@H:7]2[CH2:11][O:10][C:9](=[O:12])[N:8]2[CH:13]2[CH2:18][CH2:17][NH:16][CH2:15][CH2:14]2)[CH:6]=[CH:5][CH:4]=[CH:3][CH:2]=1.O=[C:20]([CH3:34])[CH2:21][CH2:22][N:23]1C(=O)C2C(=CC=CC=2)C1=O. No catalyst specified. The product is [NH2:23][CH2:22][CH2:21][CH:20]([N:16]1[CH2:17][CH2:18][CH:13]([N:8]2[C@H:7]([C:1]3[CH:2]=[CH:3][CH:4]=[CH:5][CH:6]=3)[CH2:11][O:10][C:9]2=[O:12])[CH2:14][CH2:15]1)[CH3:34]. The yield is 0.620.